Predict which catalyst facilitates the given reaction. From a dataset of Catalyst prediction with 721,799 reactions and 888 catalyst types from USPTO. (1) Reactant: [Cl:1][C:2]1[CH:7]=[CH:6][C:5]([NH:8][C:9]2[CH:14]=[CH:13][N:12]=[C:11]([N:15]3[CH:23]=[C:22]4[C:17]([CH:18]=[C:19]([N+:24]([O-])=O)[CH:20]=[CH:21]4)=[N:16]3)[N:10]=2)=[CH:4][CH:3]=1.[C:27](OC(=O)C)(=[O:29])[CH3:28]. Product: [Cl:1][C:2]1[CH:7]=[CH:6][C:5]([NH:8][C:9]2[CH:14]=[CH:13][N:12]=[C:11]([N:15]3[CH:23]=[C:22]4[C:17]([CH:18]=[C:19]([NH:24][C:27](=[O:29])[CH3:28])[CH:20]=[CH:21]4)=[N:16]3)[N:10]=2)=[CH:4][CH:3]=1. The catalyst class is: 180. (2) Reactant: [C:1](N1C=CN=C1)(N1C=CN=C1)=[S:2].[C:13]([O:17][C:18](=[O:32])[N:19]([CH2:22][CH2:23][O:24][C:25]1[CH:30]=[CH:29][C:28]([NH2:31])=[CH:27][CH:26]=1)[CH2:20][CH3:21])([CH3:16])([CH3:15])[CH3:14]. Product: [C:13]([O:17][C:18](=[O:32])[N:19]([CH2:20][CH3:21])[CH2:22][CH2:23][O:24][C:25]1[CH:26]=[CH:27][C:28]([N:31]=[C:1]=[S:2])=[CH:29][CH:30]=1)([CH3:14])([CH3:15])[CH3:16]. The catalyst class is: 9. (3) Reactant: [CH3:1][O:2][C:3]1[C:12]2[C:7](=[CH:8][CH:9]=[CH:10][CH:11]=2)[N:6]([CH3:13])[C:5](=[O:14])[C:4]=1B(O)O.Br[C:19]1[S:23][C:22]([N:24]([CH3:35])[CH:25]2[CH2:30][C:29]([CH3:32])([CH3:31])[NH:28][C:27]([CH3:34])([CH3:33])[CH2:26]2)=[N:21][N:20]=1.C([O-])([O-])=O.[Na+].[Na+]. Product: [CH3:1][O:2][C:3]1[C:12]2[C:7](=[CH:8][CH:9]=[CH:10][CH:11]=2)[N:6]([CH3:13])[C:5](=[O:14])[C:4]=1[C:19]1[S:23][C:22]([N:24]([CH3:35])[CH:25]2[CH2:30][C:29]([CH3:31])([CH3:32])[NH:28][C:27]([CH3:34])([CH3:33])[CH2:26]2)=[N:21][N:20]=1. The catalyst class is: 70. (4) The catalyst class is: 10. Reactant: [C:1]([O:5][C@@H:6]([C:12]1[C:40]([CH3:41])=[N:39][C:38]2=[CH:42][C:35]3=[N:36][N:37]2[C:13]=1[N:14]1[CH2:46][CH2:45][C:17]([CH3:47])([O:18][CH2:19][CH2:20][CH2:21][CH2:22][O:23][C:24]2[CH:25]=[CH:26][CH:27]=[CH:28][C:29]=2[CH2:30][C:31](=[O:44])[CH2:32][NH:33][C:34]3=O)[CH2:16][CH2:15]1)[C:7]([O:9][CH2:10][CH3:11])=[O:8])([CH3:4])([CH3:3])[CH3:2].C1C=CC(P(C2C=CC=CC=2)C2C=CC=CC=2)=CC=1.C(Cl)(Cl)(Cl)Cl. Product: [C:1]([O:5][C@@H:6]([C:12]1[C:40]([CH3:41])=[N:39][C:38]2=[CH:42][C:35]3=[N:36][N:37]2[C:13]=1[N:14]1[CH2:15][CH2:16][C:17]([CH3:47])([O:18][CH2:19][CH2:20][CH2:21][CH2:22][O:23][C:24]2[CH:25]=[CH:26][CH:27]=[CH:28][C:29]=2[CH2:30][C:31]2[O:44][C:34]3=[N:33][CH:32]=2)[CH2:45][CH2:46]1)[C:7]([O:9][CH2:10][CH3:11])=[O:8])([CH3:3])([CH3:2])[CH3:4]. (5) Reactant: [F:1][C:2]1[CH:27]=[CH:26][C:5]([CH2:6][NH:7][C:8]2[N:9]=[C:10](O)[C:11]3[N:17]=[C:16]([C:18]4[CH:23]=[CH:22][C:21]([F:24])=[CH:20][CH:19]=4)[CH:15]=[CH:14][C:12]=3[N:13]=2)=[CH:4][CH:3]=1.[NH:28]1[CH:32]=[N:31][CH:30]=[N:29]1.CCN(C(C)C)C(C)C.O=P(Cl)(Cl)Cl. Product: [F:1][C:2]1[CH:27]=[CH:26][C:5]([CH2:6][NH:7][C:8]2[N:9]=[C:10]([N:28]3[CH:32]=[N:31][CH:30]=[N:29]3)[C:11]3[N:17]=[C:16]([C:18]4[CH:23]=[CH:22][C:21]([F:24])=[CH:20][CH:19]=4)[CH:15]=[CH:14][C:12]=3[N:13]=2)=[CH:4][CH:3]=1. The catalyst class is: 115. (6) Reactant: [C:1]1(=[O:7])[CH2:5][CH2:4][C:3](=[O:6])[CH2:2]1.[C:8]12([C:18]3[CH:19]=[C:20]([C:26]4[CH:27]=[C:28]5[C:33](=[CH:34][CH:35]=4)[CH:32]=[C:31](OS(C4C=CC(C)=CC=4)(=O)=O)[CH:30]=[CH:29]5)[CH:21]=[CH:22][C:23]=3[O:24][CH3:25])[CH2:17][CH:12]3[CH2:13][CH:14]([CH2:16][CH:10]([CH2:11]3)[CH2:9]1)[CH2:15]2.[O-]P([O-])([O-])=O.[K+].[K+].[K+]. Product: [C:8]12([C:18]3[CH:19]=[C:20]([C:26]4[CH:27]=[C:28]5[C:33](=[CH:34][CH:35]=4)[CH:32]=[C:31]([C:2]4[C:1](=[O:7])[CH2:5][CH2:4][C:3]=4[OH:6])[CH:30]=[CH:29]5)[CH:21]=[CH:22][C:23]=3[O:24][CH3:25])[CH2:17][CH:12]3[CH2:13][CH:14]([CH2:16][CH:10]([CH2:11]3)[CH2:9]1)[CH2:15]2. The catalyst class is: 318.